Task: Predict the product of the given reaction.. Dataset: Forward reaction prediction with 1.9M reactions from USPTO patents (1976-2016) (1) The product is: [ClH:3].[ClH:1].[ClH:3].[CH:32]1([NH:35][C:36]([C:38]2[C:46]3[CH:45]=[C:44]([C:47]4[C:52]([CH3:53])=[CH:51][N:50]=[C:49]([NH:54][CH2:55][CH2:56][CH2:57][N:58]5[CH2:63][CH2:62][N:61]([CH3:4])[CH2:60][C@@H:59]5[CH3:64])[N:48]=4)[S:43][C:42]=3[CH:41]=[CH:40][CH:39]=2)=[O:37])[CH2:33][CH2:34]1. Given the reactants [ClH:1].Cl.[Cl:3][C:4]1C(C2SC3C=CC=C(C(N)=O)C=3C=2)=NC(NCCC2CCN(C)CC2)=NC=1.[CH:32]1([NH:35][C:36]([C:38]2[C:46]3[CH:45]=[C:44]([C:47]4[C:52]([CH3:53])=[CH:51][N:50]=[C:49]([NH:54][CH2:55][CH2:56][CH2:57][N:58]5[CH2:63][CH2:62][NH:61][CH2:60][C@@H:59]5[CH3:64])[N:48]=4)[S:43][C:42]=3[CH:41]=[CH:40][CH:39]=2)=[O:37])[CH2:34][CH2:33]1, predict the reaction product. (2) Given the reactants [Cl:1][C:2]1[CH:10]=[C:9](I)[C:5]2[O:6][CH2:7][O:8][C:4]=2[C:3]=1[NH2:12].[CH2:13]([NH:16][C:17]([N:19]1[CH2:24][CH2:23][O:22][CH2:21][CH2:20]1)=[O:18])[C:14]#[CH:15].C(NC(C)C)(C)C, predict the reaction product. The product is: [NH2:12][C:3]1[C:4]2[O:8][CH2:7][O:6][C:5]=2[C:9]([C:15]#[C:14][CH2:13][NH:16][C:17]([N:19]2[CH2:24][CH2:23][O:22][CH2:21][CH2:20]2)=[O:18])=[CH:10][C:2]=1[Cl:1]. (3) Given the reactants [F:1][C:2]1[CH:3]=[C:4]2[C:9](=[C:10]([NH2:12])[CH:11]=1)[N:8]=[CH:7][CH:6]=[CH:5]2.[N:13]1[CH:18]=[CH:17][CH:16]=[C:15]([S:19](Cl)(=[O:21])=[O:20])[CH:14]=1, predict the reaction product. The product is: [F:1][C:2]1[CH:3]=[C:4]2[C:9](=[C:10]([NH:12][S:19]([C:15]3[CH:14]=[N:13][CH:18]=[CH:17][CH:16]=3)(=[O:21])=[O:20])[CH:11]=1)[N:8]=[CH:7][CH:6]=[CH:5]2. (4) Given the reactants CS(O[CH2:6][CH2:7][O:8][C:9]1[C:10]([C:28]2[CH:33]=[CH:32][C:31]([S:34]([CH3:36])=[O:35])=[CH:30][CH:29]=2)=[N:11][C:12]([C:15]2[NH:24][C:23](=[O:25])[C:22]3[C:17](=[CH:18][C:19]([O:26][CH3:27])=[CH:20][CH:21]=3)[N:16]=2)=[CH:13][CH:14]=1)(=O)=O.[CH:37]([NH2:40])([CH3:39])[CH3:38].[I-].[Na+], predict the reaction product. The product is: [CH:37]([NH:40][CH2:6][CH2:7][O:8][C:9]1[CH:14]=[CH:13][C:12]([C:15]2[NH:24][C:23](=[O:25])[C:22]3[C:17](=[CH:18][C:19]([O:26][CH3:27])=[CH:20][CH:21]=3)[N:16]=2)=[N:11][C:10]=1[C:28]1[CH:33]=[CH:32][C:31]([S:34]([CH3:36])=[O:35])=[CH:30][CH:29]=1)([CH3:39])[CH3:38]. (5) The product is: [F:32][C:31]([F:33])([F:34])[C:30]([C:27]1[CH:28]=[CH:29][C:24]([C:12]2[S:11][C:10]([C:8]3[O:9][C:5]([C:2]([OH:1])([CH3:4])[CH3:3])=[N:6][N:7]=3)=[N:14][C:13]=2[C:15]([N:17]2[CH2:21][CH2:20][CH2:19][C@@H:18]2[CH3:22])=[O:16])=[C:25]([C:40]([F:41])([F:42])[F:43])[CH:26]=1)([OH:39])[C:35]([F:38])([F:37])[F:36]. Given the reactants [OH:1][C:2]([C:5]1[O:9][C:8]([C:10]2[S:11][CH:12]=[C:13]([C:15]([N:17]3[CH2:21][CH2:20][CH2:19][C@@H:18]3[CH3:22])=[O:16])[N:14]=2)=[N:7][N:6]=1)([CH3:4])[CH3:3].Br[C:24]1[CH:29]=[CH:28][C:27]([C:30]([OH:39])([C:35]([F:38])([F:37])[F:36])[C:31]([F:34])([F:33])[F:32])=[CH:26][C:25]=1[C:40]([F:43])([F:42])[F:41].CC([O-])=O.[K+], predict the reaction product. (6) Given the reactants [C:1]([O:5][C:6](=[O:20])[NH:7][C:8]1[CH:13]=[C:12]([CH3:14])[C:11]([C:15]([F:18])([F:17])[F:16])=[CH:10][C:9]=1[NH2:19])([CH3:4])([CH3:3])[CH3:2].C([O:25][C:26](=O)[CH2:27][C:28]([C:30]1[CH:35]=[CH:34][CH:33]=[C:32]([C:36]2[CH:37]=[N:38][C:39]([N:42]([CH3:44])[CH3:43])=[CH:40][CH:41]=2)[CH:31]=1)=[O:29])(C)(C)C, predict the reaction product. The product is: [C:1]([O:5][C:6](=[O:20])[NH:7][C:8]1[CH:13]=[C:12]([CH3:14])[C:11]([C:15]([F:18])([F:17])[F:16])=[CH:10][C:9]=1[NH:19][C:26](=[O:25])[CH2:27][C:28]([C:30]1[CH:35]=[CH:34][CH:33]=[C:32]([C:36]2[CH:37]=[N:38][C:39]([N:42]([CH3:44])[CH3:43])=[CH:40][CH:41]=2)[CH:31]=1)=[O:29])([CH3:4])([CH3:2])[CH3:3]. (7) The product is: [NH2:19][C@@H:15]1[CH2:16][CH2:17][CH2:18][C@H:14]1[C@H:13]([C:9]1([C:4]2[CH:5]=[CH:6][C:7]([Cl:8])=[C:2]([Cl:1])[CH:3]=2)[CH2:10][CH2:11][CH2:12]1)[OH:21]. Given the reactants [Cl:1][C:2]1[CH:3]=[C:4]([C:9]2([C@H:13]([OH:21])[C@@H:14]3[CH2:18][CH2:17][CH2:16][C:15]3=[N:19]O)[CH2:12][CH2:11][CH2:10]2)[CH:5]=[CH:6][C:7]=1[Cl:8].O, predict the reaction product.